Dataset: Forward reaction prediction with 1.9M reactions from USPTO patents (1976-2016). Task: Predict the product of the given reaction. (1) Given the reactants [OH:1][C@H:2]([CH2:28][CH3:29])[C:3]([N:5]1[CH2:10][CH2:9][N:8]([C:11]2[C:20]3[C:15](=[CH:16][CH:17]=[CH:18][CH:19]=3)[N:14]=[C:13]([C:21]3[CH:26]=[CH:25][CH:24]=[CH:23][C:22]=3[OH:27])[N:12]=2)[CH2:7][CH2:6]1)=[O:4].[ClH:30].CCOCC, predict the reaction product. The product is: [ClH:30].[OH:1][C@H:2]([CH2:28][CH3:29])[C:3]([N:5]1[CH2:10][CH2:9][N:8]([C:11]2[C:20]3[C:15](=[CH:16][CH:17]=[CH:18][CH:19]=3)[N:14]=[C:13]([C:21]3[CH:26]=[CH:25][CH:24]=[CH:23][C:22]=3[OH:27])[N:12]=2)[CH2:7][CH2:6]1)=[O:4]. (2) Given the reactants [BH4-].[Na+].[Cl:3][C:4]1[C:5]([N+:24]([O-])=O)=[C:6]([CH:21]=[CH:22][CH:23]=1)[C:7]([NH:9][C:10]1[CH:15]=[CH:14][C:13]([O:16][C:17]([F:20])([F:19])[F:18])=[CH:12][CH:11]=1)=[O:8].[Cl-].[NH4+], predict the reaction product. The product is: [NH2:24][C:5]1[C:4]([Cl:3])=[CH:23][CH:22]=[CH:21][C:6]=1[C:7]([NH:9][C:10]1[CH:11]=[CH:12][C:13]([O:16][C:17]([F:18])([F:19])[F:20])=[CH:14][CH:15]=1)=[O:8].